Dataset: TCR-epitope binding with 47,182 pairs between 192 epitopes and 23,139 TCRs. Task: Binary Classification. Given a T-cell receptor sequence (or CDR3 region) and an epitope sequence, predict whether binding occurs between them. The epitope is KLPDDFTGCV. The TCR CDR3 sequence is CASSLSWRGGLADTQYF. Result: 1 (the TCR binds to the epitope).